Dataset: Catalyst prediction with 721,799 reactions and 888 catalyst types from USPTO. Task: Predict which catalyst facilitates the given reaction. (1) Reactant: [C:1]([C@:3]1([CH2:12][C:13]([OH:15])=[O:14])[CH2:9][C@@H:8]2[C@H:4]1[CH:5]=[C:6]([CH2:10][CH3:11])[CH2:7]2)#[N:2].[C:16]([NH2:20])([CH3:19])([CH3:18])[CH3:17]. Product: [C:1]([C@:3]1([CH2:12][C:13]([O-:15])=[O:14])[CH2:9][C@@H:8]2[C@H:4]1[CH:5]=[C:6]([CH2:10][CH3:11])[CH2:7]2)#[N:2].[C:16]([NH3+:20])([CH3:19])([CH3:18])[CH3:17]. The catalyst class is: 11. (2) Reactant: [NH2:1][CH2:2][CH2:3][CH2:4][C:5]([OH:7])=[O:6].C1CCN2C(=NCCC2)CC1.[CH:19]1([N:25]=[C:26]=[O:27])[CH2:24][CH2:23][CH2:22][CH2:21][CH2:20]1.Cl. Product: [CH:19]1([NH:25][C:26](=[O:27])[NH:1][CH2:2][CH2:3][CH2:4][C:5]([OH:7])=[O:6])[CH2:24][CH2:23][CH2:22][CH2:21][CH2:20]1. The catalyst class is: 74. (3) Reactant: [NH:1]1[CH2:7][CH2:6][CH2:5][CH2:4][CH2:3][C:2]1=[O:8].[Li][CH2:10]CCC.CI. Product: [CH3:10][CH:3]1[CH2:4][CH2:5][CH2:6][CH2:7][NH:1][C:2]1=[O:8]. The catalyst class is: 1. (4) Reactant: Cl[C:2]1[N:3]=[C:4]([NH:21][C:22]2[CH:30]=[C:29]3[C:25]([C:26]([CH3:31])=[N:27][NH:28]3)=[CH:24][CH:23]=2)[C:5]2[CH:10]=[CH:9][N:8]([S:11]([C:14]3[CH:20]=[CH:19][C:17]([CH3:18])=[CH:16][CH:15]=3)(=[O:13])=[O:12])[C:6]=2[N:7]=1.[NH2:32][C:33]1[CH:38]=[CH:37][C:36]([N:39]2[CH2:44][CH2:43][N:42]([C:45](=[O:47])[CH3:46])[CH2:41][CH2:40]2)=[CH:35][CH:34]=1.C[Si](Cl)(C)C. Product: [CH3:31][C:26]1[C:25]2[C:29](=[CH:30][C:22]([NH:21][C:4]3[C:5]4[CH:10]=[CH:9][N:8]([S:11]([C:14]5[CH:20]=[CH:19][C:17]([CH3:18])=[CH:16][CH:15]=5)(=[O:13])=[O:12])[C:6]=4[N:7]=[C:2]([NH:32][C:33]4[CH:34]=[CH:35][C:36]([N:39]5[CH2:40][CH2:41][N:42]([C:45](=[O:47])[CH3:46])[CH2:43][CH2:44]5)=[CH:37][CH:38]=4)[N:3]=3)=[CH:23][CH:24]=2)[NH:28][N:27]=1. The catalyst class is: 114. (5) Reactant: O=[C:2]1[NH:7][C:6]([C:8]2[CH:9]=[C:10]([O:14]C(=O)C)[CH:11]=[CH:12][CH:13]=2)=[N:5][C:4]2[CH:18]=[CH:19][S:20][C:3]1=2.P(Br)(Br)([Br:23])=O.C([O-])([O-])=O.[K+].[K+].Cl. Product: [Br:23][C:2]1[C:3]2[S:20][CH:19]=[CH:18][C:4]=2[N:5]=[C:6]([C:8]2[CH:9]=[C:10]([OH:14])[CH:11]=[CH:12][CH:13]=2)[N:7]=1. The catalyst class is: 144. (6) Reactant: [CH3:1][C:2]1[CH:3]=[CH:4][C:5]([N:8]([CH:16]2[CH2:21][CH2:20][N:19]([CH2:22][CH2:23][C:24]3([CH2:30][C:31](O)=[O:32])[CH2:29][CH2:28][CH2:27][CH2:26][CH2:25]3)[CH2:18][CH2:17]2)[C:9]([C:11]2[O:12][CH:13]=[CH:14][CH:15]=2)=[O:10])=[N:6][CH:7]=1.Cl.[C:35]([O:39][NH2:40])([CH3:38])([CH3:37])[CH3:36].O.ON1C2C=CC=CC=2N=N1.Cl.C(N=C=NCCCN(C)C)C. Product: [CH3:1][C:2]1[CH:3]=[CH:4][C:5]([N:8]([CH:16]2[CH2:17][CH2:18][N:19]([CH2:22][CH2:23][C:24]3([CH2:30][C:31]([NH:40][O:39][C:35]([CH3:38])([CH3:37])[CH3:36])=[O:32])[CH2:29][CH2:28][CH2:27][CH2:26][CH2:25]3)[CH2:20][CH2:21]2)[C:9]([C:11]2[O:12][CH:13]=[CH:14][CH:15]=2)=[O:10])=[N:6][CH:7]=1. The catalyst class is: 236. (7) Reactant: [CH3:1][C:2]1([CH3:13])[CH2:7][CH:6]([C:8]([O:10]C)=O)[C:5](=O)[CH2:4][CH2:3]1.Cl.[Cl:15][CH2:16][C:17](=[NH:19])[NH2:18].C[O-].[Na+]. Product: [Cl:15][CH2:16][C:17]1[N:19]=[C:8]([OH:10])[C:6]2[CH2:7][C:2]([CH3:1])([CH3:13])[CH2:3][CH2:4][C:5]=2[N:18]=1. The catalyst class is: 5. (8) Reactant: [CH:1]1([C:4]([N:6]2[CH2:10][CH2:9][C@@H:8]([CH2:11][NH:12][C:13]3[C:18]([N+:19]([O-])=O)=[CH:17][CH:16]=[CH:15][N:14]=3)[CH2:7]2)=[O:5])[CH2:3][CH2:2]1. Product: [CH:1]1([C:4]([N:6]2[CH2:10][CH2:9][C@@H:8]([CH2:11][NH:12][C:13]3[C:18]([NH2:19])=[CH:17][CH:16]=[CH:15][N:14]=3)[CH2:7]2)=[O:5])[CH2:3][CH2:2]1. The catalyst class is: 78. (9) Reactant: Cl.Cl.[C:3]([C:7]1[CH:12]=[CH:11][CH:10]=[CH:9][C:8]=1[N:13]1[CH2:18][CH2:17][NH:16][CH2:15][CH2:14]1)([CH3:6])([CH3:5])[CH3:4].[Cl:19][C:20]1[N:25]=[CH:24][C:23]([C:26](Cl)=[O:27])=[CH:22][CH:21]=1.C(N(CC)CC)C.O1CCCC1. Product: [C:3]([C:7]1[CH:12]=[CH:11][CH:10]=[CH:9][C:8]=1[N:13]1[CH2:18][CH2:17][N:16]([C:26]([C:23]2[CH:24]=[N:25][C:20]([Cl:19])=[CH:21][CH:22]=2)=[O:27])[CH2:15][CH2:14]1)([CH3:6])([CH3:4])[CH3:5]. The catalyst class is: 6.